Predict the product of the given reaction. From a dataset of Forward reaction prediction with 1.9M reactions from USPTO patents (1976-2016). (1) The product is: [CH3:1][C:2]1[CH:7]=[C:6]([O:8][CH2:9][C:10]2([CH3:14])[CH2:13][O:12][CH2:11]2)[CH:5]=[CH:4][C:3]=1[C:15]1[C:16]2[CH:23]=[C:22]([CH2:24][O:25][C:26]3[CH:27]=[CH:28][C:29]([C@@H:32]([C:39]#[C:40][CH3:41])[CH2:33][C:34]([OH:36])=[O:35])=[CH:30][CH:31]=3)[CH:21]=[CH:20][C:17]=2[S:18][CH:19]=1. Given the reactants [CH3:1][C:2]1[CH:7]=[C:6]([O:8][CH2:9][C:10]2([CH3:14])[CH2:13][O:12][CH2:11]2)[CH:5]=[CH:4][C:3]=1[C:15]1[C:16]2[CH:23]=[C:22]([CH2:24][O:25][C:26]3[CH:31]=[CH:30][C:29]([C@@H:32]([C:39]#[C:40][CH3:41])[CH2:33][C:34]([O:36]CC)=[O:35])=[CH:28][CH:27]=3)[CH:21]=[CH:20][C:17]=2[S:18][CH:19]=1.[Li+].[OH-].Cl, predict the reaction product. (2) Given the reactants [NH2:1][C:2](=[N:18][O:19][C:20](=O)[CH2:21][C:22]([CH3:28])([CH3:27])[C:23]([O:25][CH3:26])=[O:24])[C:3]1[S:4][CH:5]=[C:6]([CH2:8][O:9]COCC[Si](C)(C)C)[N:7]=1.Cl.O1CCOCC1, predict the reaction product. The product is: [OH:9][CH2:8][C:6]1[N:7]=[C:3]([C:2]2[N:1]=[C:20]([CH2:21][C:22]([CH3:28])([CH3:27])[C:23]([O:25][CH3:26])=[O:24])[O:19][N:18]=2)[S:4][CH:5]=1.